Predict which catalyst facilitates the given reaction. From a dataset of Catalyst prediction with 721,799 reactions and 888 catalyst types from USPTO. (1) Reactant: [CH2:1]([N:8]1[CH2:13][CH2:12][N:11]([C:14]([C:16]2[N:17]=[CH:18][N:19]([CH:27]3[CH2:35][C:34]4[C:29](=[CH:30][CH:31]=[CH:32][CH:33]=4)[CH2:28]3)[C:20]=2[C:21]2[CH:26]=[CH:25][CH:24]=[CH:23][CH:22]=2)=[O:15])[C@H:10]([CH2:36][C:37]2[CH:47]=[CH:46][C:40]([C:41]([O:43]CC)=[O:42])=[CH:39][CH:38]=2)[CH2:9]1)[C:2]1[CH:7]=[CH:6][CH:5]=[CH:4][CH:3]=1.[OH-].[K+]. Product: [CH2:1]([N:8]1[CH2:13][CH2:12][N:11]([C:14]([C:16]2[N:17]=[CH:18][N:19]([CH:27]3[CH2:28][C:29]4[C:34](=[CH:33][CH:32]=[CH:31][CH:30]=4)[CH2:35]3)[C:20]=2[C:21]2[CH:26]=[CH:25][CH:24]=[CH:23][CH:22]=2)=[O:15])[C@H:10]([CH2:36][C:37]2[CH:38]=[CH:39][C:40]([C:41]([OH:43])=[O:42])=[CH:46][CH:47]=2)[CH2:9]1)[C:2]1[CH:7]=[CH:6][CH:5]=[CH:4][CH:3]=1. The catalyst class is: 8. (2) Reactant: [Br:1][CH2:2][C:3]([C:5]1[C:6](=[O:16])[O:7][C:8]2[C:13]([CH:14]=1)=[CH:12][CH:11]=[C:10]([F:15])[CH:9]=2)=[O:4].[CH3:17][C:18]1[CH:23]=[N:22][C:21]([CH3:24])=[CH:20][N:19]=1. Product: [Br-:1].[F:15][C:10]1[CH:9]=[C:8]2[C:13]([CH:14]=[C:5]([C:3](=[O:4])[CH2:2][N+:19]3[CH:20]=[C:21]([CH3:24])[N:22]=[CH:23][C:18]=3[CH3:17])[C:6](=[O:16])[O:7]2)=[CH:12][CH:11]=1. The catalyst class is: 23. (3) Reactant: [Br:1][C:2]1[CH:3]=[N:4][NH:5][C:6]=1[NH2:7].[CH2:8]([CH:10]([C:16](=O)[CH3:17])[C:11](OCC)=[O:12])[CH3:9]. Product: [Br:1][C:2]1[CH:3]=[N:4][N:5]2[C:11](=[O:12])[C:10]([CH2:16][CH3:17])=[C:8]([CH3:9])[NH:7][C:6]=12. The catalyst class is: 52. (4) Product: [CH:32]([O:18][C:13]1[CH:14]=[N:15][CH:16]=[CH:17][C:12]=1[C:10]1[O:9][C:6]2[C:5]([N:11]=1)=[CH:4][C:3]([C:2]([F:19])([F:1])[F:20])=[CH:8][N:7]=2)([CH3:34])[CH3:33]. Reactant: [F:1][C:2]([F:20])([F:19])[C:3]1[CH:4]=[C:5]2[N:11]=[C:10]([C:12]3[CH:17]=[CH:16][N:15]=[CH:14][C:13]=3[OH:18])[O:9][C:6]2=[N:7][CH:8]=1.C(=O)([O-])[O-].[K+].[K+].CN(C=O)C.[CH:32](I)([CH3:34])[CH3:33]. The catalyst class is: 6. (5) Reactant: Cl.Cl.[CH3:3][N:4]([CH2:6][C:7]1[CH:8]=[C:9]([O:22]C)[C:10]2[C:19]3[NH:18][CH2:17][CH2:16][CH2:15][C:14]=3[C:13](=[O:20])[NH:12][C:11]=2[CH:21]=1)[CH3:5].B(Br)(Br)Br.O. Product: [CH3:5][N:4]([CH2:6][C:7]1[CH:8]=[C:9]([OH:22])[C:10]2[C:19]3[NH:18][CH2:17][CH2:16][CH2:15][C:14]=3[C:13](=[O:20])[NH:12][C:11]=2[CH:21]=1)[CH3:3]. The catalyst class is: 4.